Dataset: Forward reaction prediction with 1.9M reactions from USPTO patents (1976-2016). Task: Predict the product of the given reaction. (1) Given the reactants C([O:4][CH:5]1[C:9]2=[N:10][CH:11]=[C:12]([NH:29][C:30]([C:32]3[CH:37]=[CH:36][C:35]([F:38])=[C:34]([C:39]4[C:44]([F:45])=[CH:43][CH:42]=[C:41]([O:46][CH3:47])[C:40]=4[F:48])[N:33]=3)=[O:31])[C:13]([N:14]3[CH2:19][C@H:18]([CH3:20])[CH2:17][C@H:16]([NH:21]C(OC(C)(C)C)=O)[CH2:15]3)=[C:8]2[CH2:7][CH2:6]1)(=O)C.CO.[OH-].[Na+].C(O)(C(F)(F)F)=O, predict the reaction product. The product is: [NH2:21][C@H:16]1[CH2:17][C@@H:18]([CH3:20])[CH2:19][N:14]([C:13]2[C:12]([NH:29][C:30]([C:32]3[CH:37]=[CH:36][C:35]([F:38])=[C:34]([C:39]4[C:44]([F:45])=[CH:43][CH:42]=[C:41]([O:46][CH3:47])[C:40]=4[F:48])[N:33]=3)=[O:31])=[CH:11][N:10]=[C:9]3[CH:5]([OH:4])[CH2:6][CH2:7][C:8]=23)[CH2:15]1. (2) Given the reactants [ClH:1].Cl.[CH2:3]([C:7]1[N:8]=[N:9][C:10]([O:26][CH:27]2[CH2:32][CH2:31][NH:30][CH2:29][CH2:28]2)=[CH:11][C:12]=1[C:13]1[CH:18]=[CH:17][C:16]([O:19][CH:20]2[CH2:25][CH2:24][CH2:23][CH2:22][CH2:21]2)=[CH:15][CH:14]=1)[CH2:4][CH2:5][CH3:6].[C:33]([O:37][CH2:38][CH3:39])(=[O:36])[CH:34]=[CH2:35].CCN(C(C)C)C(C)C.Cl, predict the reaction product. The product is: [ClH:1].[ClH:1].[CH2:38]([O:37][C:33](=[O:36])[CH2:34][CH2:35][N:30]1[CH2:31][CH2:32][CH:27]([O:26][C:10]2[N:9]=[N:8][C:7]([CH2:3][CH2:4][CH2:5][CH3:6])=[C:12]([C:13]3[CH:14]=[CH:15][C:16]([O:19][CH:20]4[CH2:25][CH2:24][CH2:23][CH2:22][CH2:21]4)=[CH:17][CH:18]=3)[CH:11]=2)[CH2:28][CH2:29]1)[CH3:39]. (3) Given the reactants Br[C:2]1[C:10]([O:11][CH3:12])=[CH:9][CH:8]=[C:7]2[C:3]=1/[C:4](=[CH:14]/[C:15]1[NH:16][CH:17]=[C:18]([C:21]([N:23]3[CH2:28][CH2:27][O:26][CH2:25][CH2:24]3)=[O:22])[C:19]=1[CH3:20])/[C:5](=[O:13])[NH:6]2.[C:29]1(B(O)O)[CH:34]=[CH:33][CH:32]=[CH:31][CH:30]=1.C(=O)([O-])[O-].[Na+].[Na+], predict the reaction product. The product is: [CH3:12][O:11][C:10]1[C:2]([C:29]2[CH:34]=[CH:33][CH:32]=[CH:31][CH:30]=2)=[C:3]2[C:7](=[CH:8][CH:9]=1)[NH:6][C:5](=[O:13])/[C:4]/2=[CH:14]\[C:15]1[NH:16][CH:17]=[C:18]([C:21]([N:23]2[CH2:28][CH2:27][O:26][CH2:25][CH2:24]2)=[O:22])[C:19]=1[CH3:20]. (4) Given the reactants [C:1]([C:3]1[CH:4]=[CH:5][C:6]([O:12][CH:13]([CH3:15])[CH3:14])=[C:7]([CH:11]=1)[C:8]([OH:10])=O)#[N:2].[C:16]1([C:22]2[N:26]=[C:25]([N:27]3[CH2:32][CH2:31][NH:30][CH2:29][CH2:28]3)[S:24][N:23]=2)[CH:21]=[CH:20][CH:19]=[CH:18][CH:17]=1, predict the reaction product. The product is: [CH:13]([O:12][C:6]1[CH:5]=[CH:4][C:3]([C:1]#[N:2])=[CH:11][C:7]=1[C:8]([N:30]1[CH2:31][CH2:32][N:27]([C:25]2[S:24][N:23]=[C:22]([C:16]3[CH:21]=[CH:20][CH:19]=[CH:18][CH:17]=3)[N:26]=2)[CH2:28][CH2:29]1)=[O:10])([CH3:15])[CH3:14].